This data is from Reaction yield outcomes from USPTO patents with 853,638 reactions. The task is: Predict the reaction yield, written as a fraction of the theoretical maximum amount of product (1.0 means a 100% yield; for example, 0.34 means a 34% yield). (1) The reactants are [CH3:1][O:2][C:3]1[CH:8]=[N:7][N:6](COC)[C:5](=[O:12])[C:4]=1[C:13]1[CH:18]=[CH:17][C:16]([O:19][CH2:20][CH2:21][CH2:22][N:23]2[CH2:27][CH2:26][CH2:25][C@H:24]2[CH3:28])=[CH:15][CH:14]=1.Cl.[OH-].[Na+]. The catalyst is CO. The product is [CH3:1][O:2][C:3]1[CH:8]=[N:7][NH:6][C:5](=[O:12])[C:4]=1[C:13]1[CH:14]=[CH:15][C:16]([O:19][CH2:20][CH2:21][CH2:22][N:23]2[CH2:27][CH2:26][CH2:25][C@H:24]2[CH3:28])=[CH:17][CH:18]=1. The yield is 0.370. (2) The reactants are [CH3:1][O:2][C:3]([C:5]1[S:12][C:11]2[C:10]([I:13])=[N:9][NH:8][C:7]=2[CH:6]=1)=[O:4].[C:14]([O:18][C:19](O[C:19]([O:18][C:14]([CH3:17])([CH3:16])[CH3:15])=[O:20])=[O:20])([CH3:17])([CH3:16])[CH3:15]. The catalyst is O1CCCC1.CN(C)C1C=CN=CC=1. The product is [CH3:1][O:2][C:3]([C:5]1[S:12][C:11]2[C:10]([I:13])=[N:9][N:8]([C:19]([O:18][C:14]([CH3:17])([CH3:16])[CH3:15])=[O:20])[C:7]=2[CH:6]=1)=[O:4]. The yield is 0.870. (3) The reactants are [CH3:1][C:2]1[CH:7]=[CH:6][C:5]([CH2:8][N:9]([CH:22]2[CH2:27][CH2:26][N:25]([CH3:28])[CH2:24][CH2:23]2)[C:10](=[O:21])[CH2:11][C:12]2[CH:17]=[CH:16][C:15]([O:18]C)=[C:14]([OH:20])[CH:13]=2)=[CH:4][CH:3]=1.B(Br)(Br)Br. The catalyst is C(Cl)Cl. The product is [CH3:1][C:2]1[CH:3]=[CH:4][C:5]([CH2:8][N:9]([CH:22]2[CH2:27][CH2:26][N:25]([CH3:28])[CH2:24][CH2:23]2)[C:10](=[O:21])[CH2:11][C:12]2[CH:17]=[CH:16][C:15]([OH:18])=[C:14]([OH:20])[CH:13]=2)=[CH:6][CH:7]=1. The yield is 0.480. (4) The reactants are ClC(Cl)(Cl)[C:3]([C:5]1[NH:6][CH:7]=[C:8]([I:10])[CH:9]=1)=[O:4].[C:13]([O-:16])([O-])=O.[Cs+].[Cs+].I[CH2:20][CH3:21].[CH3:22]N(C=O)C. No catalyst specified. The product is [CH2:13]([O:16][C:3]([C:5]1[N:6]([CH2:20][CH3:21])[CH:7]=[C:8]([I:10])[CH:9]=1)=[O:4])[CH3:22]. The yield is 0.890. (5) The reactants are Cl[C:2]1[N:10]=[C:9](Cl)[CH:8]=[CH:7][C:3]=1[C:4]([NH2:6])=[O:5].[O:12]([C:19]1[CH:24]=[CH:23][C:22]([OH:25])=[CH:21][CH:20]=1)[C:13]1[CH:18]=[CH:17][CH:16]=[CH:15][CH:14]=1.C(O[C:31](=[O:38])[NH:32][C@H:33]1[CH2:37][CH2:36][NH:35][CH2:34]1)(C)(C)C.[C:39](O)(=O)[CH:40]=C. No catalyst specified. The product is [C:31]([NH:32][C@H:33]1[CH2:37][CH2:36][N:35]([C:9]2[CH:8]=[CH:7][C:3]([C:4]([NH2:6])=[O:5])=[C:2]([O:25][C:22]3[CH:21]=[CH:20][C:19]([O:12][C:13]4[CH:18]=[CH:17][CH:16]=[CH:15][CH:14]=4)=[CH:24][CH:23]=3)[N:10]=2)[CH2:34]1)(=[O:38])[CH:39]=[CH2:40]. The yield is 0.540. (6) The reactants are [NH2:1][CH2:2][C:3]1[CH:4]=[C:5]([CH2:9][N:10]2[C:18]3[C:13](=[C:14]([O:19][CH3:20])[CH:15]=[CH:16][CH:17]=3)[C:12]([NH:21][S:22]([C:25]3[S:26][C:27]([Cl:30])=[CH:28][CH:29]=3)(=[O:24])=[O:23])=[N:11]2)[CH:6]=[CH:7][CH:8]=1.C(N(CC)C(C)C)(C)C.[C:40]1(=[O:50])[O:45][C:43](=[O:44])[C:42]2=[CH:46][CH:47]=[CH:48][CH:49]=[C:41]12. The catalyst is C1COCC1. The product is [Cl:30][C:27]1[S:26][C:25]([S:22]([NH:21][C:12]2[C:13]3[C:18](=[CH:17][CH:16]=[CH:15][C:14]=3[O:19][CH3:20])[N:10]([CH2:9][C:5]3[CH:4]=[C:3]([CH2:2][NH:1][C:40]([C:41]4[CH:49]=[CH:48][CH:47]=[CH:46][C:42]=4[C:43]([OH:45])=[O:44])=[O:50])[CH:8]=[CH:7][CH:6]=3)[N:11]=2)(=[O:24])=[O:23])=[CH:29][CH:28]=1. The yield is 0.510. (7) The reactants are Cl[C:2]1[CH:7]=[C:6]([N:8]2[CH:12]=[CH:11][CH:10]=[N:9]2)[N:5]=[CH:4][N:3]=1.[NH3:13]. The catalyst is C(O)(C)C. The product is [N:8]1([C:6]2[N:5]=[CH:4][N:3]=[C:2]([NH2:13])[CH:7]=2)[CH:12]=[CH:11][CH:10]=[N:9]1. The yield is 0.980. (8) The reactants are [CH2:1]([C:3]1[N:4]=[C:5]([C:8]2[CH:9]=[CH:10][C:11]([O:14][CH2:15][CH2:16][CH2:17][OH:18])=[N:12][CH:13]=2)[S:6][CH:7]=1)[CH3:2].[CH3:19][O:20][C:21](=[O:34])[C@H:22]([N:24]1[C:32]2[C:27](=[CH:28][C:29](O)=[CH:30][CH:31]=2)[CH:26]=[CH:25]1)[CH3:23].C1(P(C2C=CC=CC=2)C2C=CC=CC=2)C=CC=CC=1.N(C(N1CCCCC1)=O)=NC(N1CCCCC1)=O. The catalyst is ClCCl. The product is [CH3:19][O:20][C:21](=[O:34])[C@H:22]([N:24]1[C:32]2[C:27](=[CH:28][C:29]([O:18][CH2:17][CH2:16][CH2:15][O:14][C:11]3[CH:10]=[CH:9][C:8]([C:5]4[S:6][CH:7]=[C:3]([CH2:1][CH3:2])[N:4]=4)=[CH:13][N:12]=3)=[CH:30][CH:31]=2)[CH:26]=[CH:25]1)[CH3:23]. The yield is 0.690. (9) The reactants are [Br:1][C:2]1[CH:3]=[N:4][C:5]([CH3:8])=[N:6][CH:7]=1.C1C(=O)N([Br:16])C(=O)C1.C(OOC(=O)C1C=CC=CC=1)(=O)C1C=CC=CC=1. The catalyst is ClC(Cl)(Cl)Cl. The product is [Br:1][C:2]1[CH:3]=[N:4][C:5]([CH2:8][Br:16])=[N:6][CH:7]=1. The yield is 0.480. (10) The reactants are [Br:1][C:2]1[CH:3]=[C:4]([CH:21]=[CH:22][CH:23]=1)[CH2:5][N:6]([CH3:20])[CH2:7][CH:8]([C:10]1[CH:19]=[CH:18][C:17]2[C:12](=[CH:13][CH:14]=[CH:15][CH:16]=2)[CH:11]=1)O.S(=O)(=O)(O)O. The catalyst is C(Cl)Cl. The product is [Br:1][C:2]1[CH:3]=[C:4]2[C:21]([CH:8]([C:10]3[CH:19]=[CH:18][C:17]4[C:12](=[CH:13][CH:14]=[CH:15][CH:16]=4)[CH:11]=3)[CH2:7][N:6]([CH3:20])[CH2:5]2)=[CH:22][CH:23]=1. The yield is 0.410.